Task: Predict the reaction yield, written as a fraction of the theoretical maximum amount of product (1.0 means a 100% yield; for example, 0.34 means a 34% yield).. Dataset: Reaction yield outcomes from USPTO patents with 853,638 reactions (1) The reactants are ClC1C=C(C2[O:12]N=C(C(=O)C)C=2)C=CC=1.C[Mg]I.O1CCCC1.C(N(CC)CC)C.[CH2:31]([O:33][C:34]([C:36]1[CH:40]=[C:39]([C:41]2[CH:46]=[CH:45][CH:44]=[C:43]([Cl:47])[CH:42]=2)[O:38]N=1)=[O:35])[CH3:32].Cl. The catalyst is C1(C)C=CC=CC=1. The product is [CH2:31]([O:33][C:34](=[O:35])[C:36](=[O:12])[CH2:40][C:39]([C:41]1[CH:46]=[CH:45][CH:44]=[C:43]([Cl:47])[CH:42]=1)=[O:38])[CH3:32]. The yield is 0.600. (2) The product is [Cl:2][C:3]1[N:4]=[C:5]([C:12]2[CH:13]=[N:14][CH:15]=[CH:16][CH:17]=2)[S:6][C:7]=1[N:8]([CH:9]1[CH2:11][CH2:10]1)[C:22](=[O:23])[CH2:21][CH2:20][S:19][CH3:18]. The reactants are Cl.[Cl:2][C:3]1[N:4]=[C:5]([C:12]2[CH:13]=[N:14][CH:15]=[CH:16][CH:17]=2)[S:6][C:7]=1[NH:8][CH:9]1[CH2:11][CH2:10]1.[CH3:18][S:19][CH2:20][CH2:21][C:22](Cl)=[O:23].C([O-])(O)=O.[Na+]. The yield is 0.220. The catalyst is CN(C1C=CN=CC=1)C.C(OCC)(=O)C.